This data is from Forward reaction prediction with 1.9M reactions from USPTO patents (1976-2016). The task is: Predict the product of the given reaction. (1) Given the reactants [O:1]=[C:2]1[N:6]2[CH2:7][C:8](=[O:14])[NH:9][C:10]3[CH:11]=[CH:12][CH:13]=[C:4]([C:5]=32)[N:3]1[CH2:15][C:16]([O:18]C)=[O:17].[OH-].[Na+:21].Cl, predict the reaction product. The product is: [O:1]=[C:2]1[N:6]2[CH2:7][C:8](=[O:14])[NH:9][C:10]3[CH:11]=[CH:12][CH:13]=[C:4]([C:5]=32)[N:3]1[CH2:15][C:16]([O-:18])=[O:17].[Na+:21]. (2) Given the reactants C(O[C:6](=[O:30])[NH:7][C@@H:8]1[C:14](=[O:15])[N:13]([CH2:16][CH2:17][N:18]2[CH2:23][CH2:22][O:21][CH2:20][CH2:19]2)[C:12]2[CH:24]=[C:25]([F:28])[CH:26]=[CH:27][C:11]=2[O:10][C@@H:9]1[CH3:29])(C)(C)C.N[C@@H]1C(=O)N(CCN2CCOCC2)C2C=C(F)C=CC=2O[C@@H]1C.[CH3:54][C:55](C)([C:59]([NH:61][CH2:62][C:63]([F:69])([F:68])[C:64]([F:67])([F:66])[F:65])=[O:60])[C:56](O)=O, predict the reaction product. The product is: [F:28][C:25]1[CH:26]=[CH:27][C:11]2[O:10][C@H:9]([CH3:29])[C@H:8]([NH:7][C:6](=[O:30])[C:55]([CH3:56])([CH3:54])[C:59]([NH:61][CH2:62][C:63]([F:68])([F:69])[C:64]([F:67])([F:65])[F:66])=[O:60])[C:14](=[O:15])[N:13]([CH2:16][CH2:17][N:18]3[CH2:23][CH2:22][O:21][CH2:20][CH2:19]3)[C:12]=2[CH:24]=1. (3) Given the reactants [CH3:1][S:2]([NH:5][C:6]1[CH:7]=[N:8][CH:9]=[CH:10][C:11]=1[C:12]1[CH:13]=[C:14]([CH:27]=[CH:28][CH:29]=1)[C:15]([NH:17][C:18]([C:21]1[CH:26]=[CH:25][CH:24]=[CH:23][CH:22]=1)([CH3:20])[CH3:19])=[O:16])(=[O:4])=[O:3].C(=O)([O-])[O-].[K+].[K+].Br[CH2:37][CH2:38][O:39][Si:40]([C:43]([CH3:46])([CH3:45])[CH3:44])([CH3:42])[CH3:41], predict the reaction product. The product is: [Si:40]([O:39][CH2:38][CH2:37][N:5]([C:6]1[CH:7]=[N:8][CH:9]=[CH:10][C:11]=1[C:12]1[CH:13]=[C:14]([CH:27]=[CH:28][CH:29]=1)[C:15]([NH:17][C:18]([C:21]1[CH:22]=[CH:23][CH:24]=[CH:25][CH:26]=1)([CH3:20])[CH3:19])=[O:16])[S:2]([CH3:1])(=[O:3])=[O:4])([C:43]([CH3:46])([CH3:45])[CH3:44])([CH3:42])[CH3:41].